This data is from Retrosynthesis with 50K atom-mapped reactions and 10 reaction types from USPTO. The task is: Predict the reactants needed to synthesize the given product. (1) Given the product Cc1ccc(Oc2ccc3nc(NC(=O)C4CC4)nn3c2)cc1N, predict the reactants needed to synthesize it. The reactants are: Cc1ccc(Oc2ccc3nc(NC(=O)C4CC4)nn3c2)cc1NC(=O)OC(C)(C)C. (2) Given the product Cc1ccc(C(=O)Nc2cccc(C(F)(F)F)c2)cc1Br, predict the reactants needed to synthesize it. The reactants are: Cc1ccc(C(=O)O)cc1Br.Nc1cccc(C(F)(F)F)c1. (3) The reactants are: Cc1nnc(-c2ccc(C)c(-c3ccc(C(=O)O)cc3)c2)o1.NCc1ccccc1Cl. Given the product Cc1nnc(-c2ccc(C)c(-c3ccc(C(=O)NCc4ccccc4Cl)cc3)c2)o1, predict the reactants needed to synthesize it. (4) The reactants are: COC(=O)[C@H](C(C)C)N1Cc2ccc(-c3ccc(NC(=O)c4ccc(F)cc4C(F)(F)F)cc3)cc2C1=O. Given the product CC(C)[C@@H](C(=O)O)N1Cc2ccc(-c3ccc(NC(=O)c4ccc(F)cc4C(F)(F)F)cc3)cc2C1=O, predict the reactants needed to synthesize it. (5) Given the product CC(C)(C)OC(=O)N[C@H](CO)COCc1ccccc1, predict the reactants needed to synthesize it. The reactants are: CC(C)(C)OC(=O)N[C@@H](COCc1ccccc1)C(=O)O. (6) Given the product CN(C[C@@H](CCN1CCC(c2ccccc2[S@](C)=O)CC1)c1ccc(Cl)c(Cl)c1)C(=O)c1ccc([N+](=O)[O-])c2c1CCCC2, predict the reactants needed to synthesize it. The reactants are: CNC[C@@H](CCN1CCC(c2ccccc2[S@](C)=O)CC1)c1ccc(Cl)c(Cl)c1.O=C(Cl)c1ccc([N+](=O)[O-])c2c1CCCC2. (7) Given the product Cc1cccc(-c2sc(C)nc2C(=O)N2C[C@H]3C[C@H]3[C@H]2CNC(=O)Cc2nc(C)sc2C)c1, predict the reactants needed to synthesize it. The reactants are: Cc1cccc(-c2sc(C)nc2C(=O)N2C[C@H]3C[C@H]3[C@H]2CN)c1.Cc1nc(CC(=O)O)c(C)s1.